Dataset: NCI-60 drug combinations with 297,098 pairs across 59 cell lines. Task: Regression. Given two drug SMILES strings and cell line genomic features, predict the synergy score measuring deviation from expected non-interaction effect. (1) Drug 1: C1CCN(CC1)CCOC2=CC=C(C=C2)C(=O)C3=C(SC4=C3C=CC(=C4)O)C5=CC=C(C=C5)O. Drug 2: CC(C)CN1C=NC2=C1C3=CC=CC=C3N=C2N. Cell line: A498. Synergy scores: CSS=-0.536, Synergy_ZIP=1.19, Synergy_Bliss=1.11, Synergy_Loewe=-3.13, Synergy_HSA=-2.20. (2) Drug 1: CC(C)NC(=O)C1=CC=C(C=C1)CNNC.Cl. Drug 2: COCCOC1=C(C=C2C(=C1)C(=NC=N2)NC3=CC=CC(=C3)C#C)OCCOC.Cl. Cell line: SK-MEL-5. Synergy scores: CSS=15.1, Synergy_ZIP=-6.23, Synergy_Bliss=-2.20, Synergy_Loewe=4.63, Synergy_HSA=4.68.